From a dataset of Catalyst prediction with 721,799 reactions and 888 catalyst types from USPTO. Predict which catalyst facilitates the given reaction. (1) Reactant: [CH3:1][O:2][C:3]1[CH:30]=[CH:29][C:6]([C:7]([NH:9][C@@H:10]([C:14]([N:16]2[CH2:21][CH2:20][CH:19]([CH:22]3[CH2:27][CH2:26][N:25]([CH3:28])[CH2:24][CH2:23]3)[CH2:18][CH2:17]2)=[O:15])[CH:11]([CH3:13])[CH3:12])=[O:8])=[CH:5][CH:4]=1.[ClH:31].CCOCC. Product: [ClH:31].[CH3:1][O:2][C:3]1[CH:30]=[CH:29][C:6]([C:7]([NH:9][C@@H:10]([C:14]([N:16]2[CH2:17][CH2:18][CH:19]([CH:22]3[CH2:23][CH2:24][N:25]([CH3:28])[CH2:26][CH2:27]3)[CH2:20][CH2:21]2)=[O:15])[CH:11]([CH3:13])[CH3:12])=[O:8])=[CH:5][CH:4]=1. The catalyst class is: 2. (2) Reactant: Br[C:2]1[CH:7]=[CH:6][C:5]([CH2:8][O:9][Si:10]([C:13]([CH3:16])([CH3:15])[CH3:14])([CH3:12])[CH3:11])=[CH:4][N:3]=1.[Li]CCCC.CN([CH:25]=[O:26])C.[BH4-].[Na+]. Product: [Si:10]([O:9][CH2:8][C:5]1[CH:6]=[CH:7][C:2]([CH2:25][OH:26])=[N:3][CH:4]=1)([C:13]([CH3:16])([CH3:15])[CH3:14])([CH3:12])[CH3:11]. The catalyst class is: 28. (3) Product: [OH:1][CH:2]([CH3:6])[C:3]([O:5][CH2:9][C:8]#[CH:7])=[O:4]. The catalyst class is: 11. Reactant: [OH:1][CH:2]([CH3:6])[C:3]([OH:5])=[O:4].[CH2:7](O)[C:8]#[CH:9].S(=O)(=O)(O)O.C([O-])(=O)C.[Na+]. (4) Reactant: [OH-].[K+].[S:3]1[CH:7]=[CH:6][N:5]=[C:4]1[N:8]1[C:12]2=[N:13][CH:14]=[CH:15][CH:16]=[C:11]2[C:10]([C:17]([O:19]C)=[O:18])=[CH:9]1.Cl. Product: [S:3]1[CH:7]=[CH:6][N:5]=[C:4]1[N:8]1[C:12]2=[N:13][CH:14]=[CH:15][CH:16]=[C:11]2[C:10]([C:17]([OH:19])=[O:18])=[CH:9]1. The catalyst class is: 24. (5) Reactant: [Al+3].[Cl-].[Cl-].[Cl-].[CH3:5][N:6]1[C:14]2[C:9](=[CH:10][CH:11]=[CH:12][CH:13]=2)[CH:8]=[C:7]1[C:15]([O:17][CH2:18][CH3:19])=[O:16].[C:20](Cl)(=[O:27])[C:21]1[CH:26]=[CH:25][CH:24]=[CH:23][CH:22]=1. Product: [C:20]([C:8]1[C:9]2[C:14](=[CH:13][CH:12]=[CH:11][CH:10]=2)[N:6]([CH3:5])[C:7]=1[C:15]([O:17][CH2:18][CH3:19])=[O:16])(=[O:27])[C:21]1[CH:26]=[CH:25][CH:24]=[CH:23][CH:22]=1. The catalyst class is: 26. (6) Reactant: [CH:1]1[C:11]2[CH2:10][CH2:9][C:8]3[CH:12]=[CH:13][CH:14]=[CH:15][C:7]=3[C:6](=[CH:16][C:17]3[CH:22]=[C:21]([NH2:23])[CH:20]=[CH:19][N:18]=3)[C:5]=2[CH:4]=[CH:3][CH:2]=1.C(N(CC)CC)C.[CH3:31][S:32](Cl)(=[O:34])=[O:33]. Product: [CH:12]1[C:8]2[CH2:9][CH2:10][C:11]3[CH:1]=[CH:2][CH:3]=[CH:4][C:5]=3[C:6](=[CH:16][C:17]3[CH:22]=[C:21]([NH:23][S:32]([CH3:31])(=[O:34])=[O:33])[CH:20]=[CH:19][N:18]=3)[C:7]=2[CH:15]=[CH:14][CH:13]=1. The catalyst class is: 34. (7) Reactant: [OH:1][C:2]1[C:11]2[C:6](=[CH:7][CH:8]=[CH:9][CH:10]=2)[N:5]=[CH:4][CH:3]=1.[H-].[Na+].[H][H].[F:16][C:17]([F:34])([F:33])[CH:18]1[CH2:20][N:19]1[S:21]([C:24]1[C:29]([CH3:30])=[CH:28][C:27]([CH3:31])=[CH:26][C:25]=1[CH3:32])(=[O:23])=[O:22]. Product: [CH3:32][C:25]1[CH:26]=[C:27]([CH3:31])[CH:28]=[C:29]([CH3:30])[C:24]=1[S:21]([NH:19][CH:18]([CH2:20][O:1][C:2]1[C:11]2[C:6](=[CH:7][CH:8]=[CH:9][CH:10]=2)[N:5]=[CH:4][CH:3]=1)[C:17]([F:34])([F:16])[F:33])(=[O:22])=[O:23]. The catalyst class is: 655. (8) Reactant: C(OC([NH:8][C@H:9]([C:11]([NH:13][C@@H:14]([C:19](=O)[CH3:20])[C:15]([O:17][CH3:18])=[O:16])=[O:12])[CH3:10])=O)(C)(C)C.Cl. Product: [OH:12][C:11]1[N:13]=[C:14]([C:15]([O:17][CH3:18])=[O:16])[C:19]([CH3:20])=[N:8][C:9]=1[CH3:10]. The catalyst class is: 12. (9) Reactant: [CH3:1][C:2]1[CH:11]=[CH:10][C:5]([C:6]([O:8][CH3:9])=[O:7])=[CH:4][C:3]=1[N+:12]([O-:14])=[O:13].[CH3:15][N:16]([CH:18](OC)OC)[CH3:17]. Product: [CH3:15][N:16]([CH3:18])[CH:17]=[CH:1][C:2]1[CH:11]=[CH:10][C:5]([C:6]([O:8][CH3:9])=[O:7])=[CH:4][C:3]=1[N+:12]([O-:14])=[O:13]. The catalyst class is: 3.